This data is from Catalyst prediction with 721,799 reactions and 888 catalyst types from USPTO. The task is: Predict which catalyst facilitates the given reaction. Reactant: Cl[C:2]1[CH:7]=[C:6]([NH:8][C:9]2[CH:13]=[C:12]([CH:14]3[CH2:16][CH2:15]3)[NH:11][N:10]=2)[C:5]([N+:17]([O-:19])=[O:18])=[CH:4][N:3]=1.[NH2:20][C@H:21]([C:24]1[CH:29]=[CH:28][C:27]([F:30])=[CH:26][CH:25]=1)[CH2:22][OH:23].CCN(C(C)C)C(C)C. Product: [CH:14]1([C:12]2[NH:11][N:10]=[C:9]([NH:8][C:6]3[C:5]([N+:17]([O-:19])=[O:18])=[CH:4][N:3]=[C:2]([NH:20][C@H:21]([C:24]4[CH:29]=[CH:28][C:27]([F:30])=[CH:26][CH:25]=4)[CH2:22][OH:23])[CH:7]=3)[CH:13]=2)[CH2:16][CH2:15]1. The catalyst class is: 114.